Dataset: TCR-epitope binding with 47,182 pairs between 192 epitopes and 23,139 TCRs. Task: Binary Classification. Given a T-cell receptor sequence (or CDR3 region) and an epitope sequence, predict whether binding occurs between them. (1) The epitope is LPRRSGAAGA. The TCR CDR3 sequence is CASSLADEQFF. Result: 0 (the TCR does not bind to the epitope). (2) The epitope is NLNESLIDL. The TCR CDR3 sequence is CASSQVRAVKYEQYF. Result: 1 (the TCR binds to the epitope). (3) The epitope is YEGNSPFHPL. The TCR CDR3 sequence is CASSSGTSGVGEQFF. Result: 0 (the TCR does not bind to the epitope). (4) The epitope is LEPLVDLPI. The TCR CDR3 sequence is CASSSPLADANTGELFF. Result: 1 (the TCR binds to the epitope). (5) The epitope is KLMNIQQKL. The TCR CDR3 sequence is CASSYSIGGAYNEQFF. Result: 0 (the TCR does not bind to the epitope). (6) The epitope is FSKQLQQSM. The TCR CDR3 sequence is CASLSAAGGTDTQYF. Result: 0 (the TCR does not bind to the epitope). (7) The epitope is NLVPMVATV. The TCR CDR3 sequence is CASSLPGTGHGNEQFF. Result: 1 (the TCR binds to the epitope). (8) The epitope is FPPTSFGPL. The TCR CDR3 sequence is CASSLGYDGTQYF. Result: 1 (the TCR binds to the epitope). (9) The epitope is FVDGVPFVV. The TCR CDR3 sequence is CASSLLQGGEQFF. Result: 1 (the TCR binds to the epitope). (10) The epitope is RQLLFVVEV. The TCR CDR3 sequence is CASSQRGLAVTDTQYF. Result: 1 (the TCR binds to the epitope).